From a dataset of Full USPTO retrosynthesis dataset with 1.9M reactions from patents (1976-2016). Predict the reactants needed to synthesize the given product. (1) Given the product [CH3:11][C:12]1[CH:17]=[CH:16][C:15]([S:18]([NH:1][C:2]2[CH:6]=[CH:5][S:4][C:3]=2[C:7]([O:9][CH3:10])=[O:8])(=[O:20])=[O:19])=[CH:14][CH:13]=1, predict the reactants needed to synthesize it. The reactants are: [NH2:1][C:2]1[CH:6]=[CH:5][S:4][C:3]=1[C:7]([O:9][CH3:10])=[O:8].[CH3:11][C:12]1[CH:17]=[CH:16][C:15]([S:18](Cl)(=[O:20])=[O:19])=[CH:14][CH:13]=1.N1C=CC=CC=1. (2) Given the product [CH3:1][C:2]1[O:6][N:5]=[C:4]([C:7]2[CH:12]=[CH:11][CH:10]=[CH:9][CH:8]=2)[C:3]=1[C:13]1[O:17][N:16]=[C:15]([C:18]([NH2:36])=[O:19])[N:14]=1, predict the reactants needed to synthesize it. The reactants are: [CH3:1][C:2]1[O:6][N:5]=[C:4]([C:7]2[CH:12]=[CH:11][CH:10]=[CH:9][CH:8]=2)[C:3]=1[C:13]1[O:17][N:16]=[C:15]([CH2:18][OH:19])[N:14]=1.C(=O)([O-])O.[Na+].[Br-].[K+].Cl[O-].[Na+].C(Cl)(=O)C(Cl)=O.[NH3:36]. (3) Given the product [N+:34]([C:37]1[CH:42]=[CH:41][C:40]([O:43][CH2:45][CH2:46][N:47]2[CH2:51][CH2:50][CH2:49][CH2:48]2)=[CH:39][CH:38]=1)([O-:36])=[O:35], predict the reactants needed to synthesize it. The reactants are: C1C=CC(P(C2C=CC=CC=2)C2C=CC=CC=2)=CC=1.CC(OC(/N=N/C(OC(C)C)=O)=O)C.[N+:34]([C:37]1[CH:42]=[CH:41][C:40]([OH:43])=[CH:39][CH:38]=1)([O-:36])=[O:35].O[CH2:45][CH2:46][N:47]1[CH2:51][CH2:50][CH2:49][CH2:48]1. (4) The reactants are: [O:1]=[C:2]1[CH:7]=[CH:6][C:5]([C:8]2[C:9]([C:24]3[CH:29]=[CH:28][CH:27]=[CH:26][CH:25]=3)=[N:10][N:11]3[CH:16]=[CH:15][C:14]([O:17][CH2:18][C:19]([O:21]CC)=[O:20])=[CH:13][C:12]=23)=[N:4][N:3]1[CH:30]([CH3:32])[CH3:31].[OH-].[Na+]. Given the product [O:1]=[C:2]1[CH:7]=[CH:6][C:5]([C:8]2[C:9]([C:24]3[CH:29]=[CH:28][CH:27]=[CH:26][CH:25]=3)=[N:10][N:11]3[CH:16]=[CH:15][C:14]([O:17][CH2:18][C:19]([OH:21])=[O:20])=[CH:13][C:12]=23)=[N:4][N:3]1[CH:30]([CH3:32])[CH3:31], predict the reactants needed to synthesize it. (5) The reactants are: C([O:3][C:4]([C:6]1([NH:15][C:16](=[O:29])[C:17]2[CH:22]=[CH:21][C:20]([CH:23]([CH3:25])[CH3:24])=[CH:19][C:18]=2[CH:26]([CH3:28])[CH3:27])[CH2:14][C:13]2[C:8](=[CH:9][CH:10]=[CH:11][CH:12]=2)[CH2:7]1)=[O:5])C.[OH-].[K+].O. Given the product [CH:26]([C:18]1[CH:19]=[C:20]([CH:23]([CH3:25])[CH3:24])[CH:21]=[CH:22][C:17]=1[C:16]([NH:15][C:6]1([C:4]([OH:5])=[O:3])[CH2:14][C:13]2[C:8](=[CH:9][CH:10]=[CH:11][CH:12]=2)[CH2:7]1)=[O:29])([CH3:28])[CH3:27], predict the reactants needed to synthesize it. (6) Given the product [CH3:1][N:2]1[C:10]2[C:5](=[CH:6][CH:7]=[CH:8][CH:9]=2)[CH:4]=[C:3]1[C:11]([N:13]1[CH2:35][CH2:34][CH2:33][C@H:14]1[C:15]([NH:17][C@H:18]([CH:31]=[O:32])[CH2:19][C:20](=[N:26][NH:27][C:28]([NH2:30])=[O:29])[OH:21])=[O:16])=[O:12], predict the reactants needed to synthesize it. The reactants are: [CH3:1][N:2]1[C:10]2[C:5](=[CH:6][CH:7]=[CH:8][CH:9]=2)[CH:4]=[C:3]1[C:11]([N:13]1[CH2:35][CH2:34][CH2:33][C@H:14]1[C:15]([NH:17][C@H:18]([CH:31]=[O:32])[CH2:19][C:20](=[N:26][NH:27][C:28]([NH2:30])=[O:29])[O:21]C(C)(C)C)=[O:16])=[O:12].C(Cl)Cl.C(O)(C(F)(F)F)=O. (7) Given the product [Cl:11][C:4]1[CH:5]=[C:6]([NH2:8])[CH:7]=[C:2]([Cl:1])[C:3]=1[N:12]1[CH:16]=[CH:15][CH:14]=[N:13]1, predict the reactants needed to synthesize it. The reactants are: [Cl:1][C:2]1[CH:7]=[C:6]([N+:8]([O-])=O)[CH:5]=[C:4]([Cl:11])[C:3]=1[N:12]1[CH:16]=[CH:15][CH:14]=[N:13]1.[Cl-].[NH4+].CO. (8) Given the product [CH3:16][N:14]([CH3:15])[C:12]1[C:11]([C:17]([F:19])([F:18])[F:20])=[CH:10][C:9]2[NH:21][C:22](=[O:45])[CH2:23][C:24]([C:25]3[CH:30]=[CH:29][CH:28]=[C:27]([C:31]4[C:35]([CH2:36][OH:37])=[CH:34][O:33][N:32]=4)[CH:26]=3)=[N:7][C:8]=2[CH:13]=1, predict the reactants needed to synthesize it. The reactants are: C(OC(=O)[NH:7][C:8]1[CH:13]=[C:12]([N:14]([CH3:16])[CH3:15])[C:11]([C:17]([F:20])([F:19])[F:18])=[CH:10][C:9]=1[NH:21][C:22](=[O:45])[CH2:23][C:24](=O)[C:25]1[CH:30]=[CH:29][CH:28]=[C:27]([C:31]2[C:35]([CH2:36][O:37]C3CCCCO3)=[CH:34][O:33][N:32]=2)[CH:26]=1)(C)(C)C.C(O)(C(F)(F)F)=O. (9) Given the product [CH2:1]([O:8][C:9]1[CH:14]=[CH:13][C:12]([OH:15])=[CH:11][C:10]=1[NH:19][S:20]([CH3:23])(=[O:22])=[O:21])[C:2]1[CH:3]=[CH:4][CH:5]=[CH:6][CH:7]=1, predict the reactants needed to synthesize it. The reactants are: [CH2:1]([O:8][C:9]1[CH:14]=[CH:13][C:12]([O:15]C(=O)C)=[CH:11][C:10]=1[NH:19][S:20]([CH3:23])(=[O:22])=[O:21])[C:2]1[CH:7]=[CH:6][CH:5]=[CH:4][CH:3]=1.[H-].[K+].Cl.